This data is from TCR-epitope binding with 47,182 pairs between 192 epitopes and 23,139 TCRs. The task is: Binary Classification. Given a T-cell receptor sequence (or CDR3 region) and an epitope sequence, predict whether binding occurs between them. (1) The epitope is KMKDLSPRW. The TCR CDR3 sequence is CAISDTGTQPQHF. Result: 0 (the TCR does not bind to the epitope). (2) The epitope is RLDKVEAEV. The TCR CDR3 sequence is CASSYRNSLEQFF. Result: 0 (the TCR does not bind to the epitope). (3) The epitope is YSEHPTFTSQY. The TCR CDR3 sequence is CASSPGTGETQYF. Result: 0 (the TCR does not bind to the epitope).